From a dataset of Reaction yield outcomes from USPTO patents with 853,638 reactions. Predict the reaction yield, written as a fraction of the theoretical maximum amount of product (1.0 means a 100% yield; for example, 0.34 means a 34% yield). (1) The reactants are O=P(Cl)(Cl)Cl.[Cl:6][C:7]1[CH:12]=[CH:11][CH:10]=[CH:9][C:8]=1[CH:13]1[CH2:24][C:23]2[N:22]([CH2:25][CH2:26][O:27][CH2:28][CH2:29][O:30][CH2:31][CH3:32])[CH:21]=[CH:20][C:19]=2[CH:18]2[CH:14]1[C:15](=[O:34])[NH:16][C:17]2=[O:33].[OH-].[Na+].CN(C)[CH:39]=[O:40]. The catalyst is O. The product is [Cl:6][C:7]1[CH:12]=[CH:11][CH:10]=[CH:9][C:8]=1[CH:13]1[CH2:24][C:23]2[N:22]([CH2:25][CH2:26][O:27][CH2:28][CH2:29][O:30][CH2:31][CH3:32])[C:21]([CH:39]=[O:40])=[CH:20][C:19]=2[CH:18]2[CH:14]1[C:15](=[O:34])[NH:16][C:17]2=[O:33]. The yield is 0.870. (2) The reactants are Cl[C:2]1[C:11]2[C:6](=[CH:7][C:8]([O:14][CH3:15])=[C:9]([O:12][CH3:13])[CH:10]=2)[N:5]=[CH:4][C:3]=1[C:16]([NH2:18])=[O:17].C[N:20]([CH:22]=O)C. The catalyst is C(O)(=O)C. The product is [CH3:13][O:12][C:9]1[CH:10]=[C:11]2[C:6](=[CH:7][C:8]=1[O:14][CH3:15])[N:5]=[CH:4][C:3]([C:16]([NH2:18])=[O:17])=[C:2]2[NH:20][C:22]1[CH:4]=[CH:3][CH:2]=[CH:11][C:10]=1[CH2:9][CH2:8][CH3:7]. The yield is 0.410. (3) The reactants are [OH:1][C@H:2]([C@@H:18]([NH:26][C:27](=[O:48])[C@@H:28]([N:33]1[CH2:37][CH2:36][N:35]([CH2:38][C:39]2[N:40]=[C:41]([CH2:44][O:45][CH3:46])[S:42][CH:43]=2)[C:34]1=[O:47])[C@@H:29]([CH3:32])[CH2:30][CH3:31])[CH2:19][C:20]1[CH:25]=[CH:24][CH:23]=[CH:22][CH:21]=1)[CH2:3][NH:4][NH:5][C:6]([C@@H:8]([NH:13][C:14](=[O:17])[O:15][CH3:16])[C:9]([CH3:12])([CH3:11])[CH3:10])=[O:7].[CH:49](=O)[CH2:50][CH:51]([CH3:53])[CH3:52].C(O)(=O)C.C(O[BH-](OC(=O)C)OC(=O)C)(=O)C.[Na+]. The catalyst is ClCCCl. The product is [OH:1][C@H:2]([C@@H:18]([NH:26][C:27](=[O:48])[C@@H:28]([N:33]1[CH2:37][CH2:36][N:35]([CH2:38][C:39]2[N:40]=[C:41]([CH2:44][O:45][CH3:46])[S:42][CH:43]=2)[C:34]1=[O:47])[C@@H:29]([CH3:32])[CH2:30][CH3:31])[CH2:19][C:20]1[CH:25]=[CH:24][CH:23]=[CH:22][CH:21]=1)[CH2:3][N:4]([CH2:49][CH2:50][CH:51]([CH3:53])[CH3:52])[NH:5][C:6]([C@@H:8]([NH:13][C:14](=[O:17])[O:15][CH3:16])[C:9]([CH3:11])([CH3:10])[CH3:12])=[O:7]. The yield is 0.360.